This data is from Catalyst prediction with 721,799 reactions and 888 catalyst types from USPTO. The task is: Predict which catalyst facilitates the given reaction. (1) Product: [Br:11][C:12]1[CH:13]=[C:14]([C:18]2([C:6]3[CH:7]=[CH:8][C:3]([O:2][CH3:1])=[CH:4][CH:5]=3)[C:26]3[C:27](=[C:28]([F:32])[CH:29]=[CH:30][CH:31]=3)[C:33]([NH2:34])=[N:19]2)[CH:15]=[CH:16][CH:17]=1. The catalyst class is: 1. Reactant: [CH3:1][O:2][C:3]1[CH:8]=[CH:7][C:6]([Mg]Br)=[CH:5][CH:4]=1.[Br:11][C:12]1[CH:13]=[C:14]([C:18]([C:26]2[CH:31]=[CH:30][CH:29]=[C:28]([F:32])[C:27]=2[C:33]#[N:34])=[N:19]S(C(C)(C)C)=O)[CH:15]=[CH:16][CH:17]=1.Cl. (2) Reactant: [C:1]([C:3]1[CH:35]=[CH:34][C:6]2[N:7]([CH2:22][C:23]3[C:32]4[C:27](=[CH:28][CH:29]=[CH:30][CH:31]=4)[CH:26]=[CH:25][C:24]=3[CH3:33])[C:8](=[O:21])[C@@H:9]([NH:13][C:14](=[O:20])[O:15][C:16]([CH3:19])([CH3:18])[CH3:17])[C@H:10]([CH3:12])[NH:11][C:5]=2[CH:4]=1)#[N:2].N1C=CC=CC=1.[C:42](Cl)(=[O:44])[CH3:43]. Product: [C:42]([N:11]1[C@@H:10]([CH3:12])[C@H:9]([NH:13][C:14](=[O:20])[O:15][C:16]([CH3:19])([CH3:18])[CH3:17])[C:8](=[O:21])[N:7]([CH2:22][C:23]2[C:32]3[C:27](=[CH:28][CH:29]=[CH:30][CH:31]=3)[CH:26]=[CH:25][C:24]=2[CH3:33])[C:6]2[CH:34]=[CH:35][C:3]([C:1]#[N:2])=[CH:4][C:5]1=2)(=[O:44])[CH3:43]. The catalyst class is: 2.